This data is from Forward reaction prediction with 1.9M reactions from USPTO patents (1976-2016). The task is: Predict the product of the given reaction. (1) Given the reactants [F:1][C:2]1[CH:7]=[CH:6][C:5](/[CH:8]=[CH:9]/[C:10]2[CH:15]=[CH:14][C:13]([S:16]([C:19]3[CH:24]=[CH:23][CH:22]=[CH:21][C:20]=3[C:25](=[O:28])[CH2:26][OH:27])(=[O:18])=[O:17])=[CH:12][CH:11]=2)=[CH:4][CH:3]=1.[BH4-].[Na+], predict the reaction product. The product is: [F:1][C:2]1[CH:3]=[CH:4][C:5](/[CH:8]=[CH:9]/[C:10]2[CH:11]=[CH:12][C:13]([S:16]([C:19]3[CH:24]=[CH:23][CH:22]=[CH:21][C:20]=3[CH:25]([OH:28])[CH2:26][OH:27])(=[O:18])=[O:17])=[CH:14][CH:15]=2)=[CH:6][CH:7]=1. (2) Given the reactants [H-].[Na+].[CH3:3][S:4]([NH2:7])(=[O:6])=[O:5].[CH3:8][C:9]1([CH3:35])[C:18]2[C:13](=[CH:14][CH:15]=[C:16]([C:19](O)=[O:20])[CH:17]=2)[NH:12][CH:11]([C:22]2[CH:27]=[C:26]([N:28]3[CH2:33][CH2:32][O:31][CH2:30][CH2:29]3)[CH:25]=[CH:24][C:23]=2[CH3:34])[CH2:10]1.C(N1C=CN=C1)(N1C=CN=C1)=O, predict the reaction product. The product is: [CH3:8][C:9]1([CH3:35])[C:18]2[C:13](=[CH:14][CH:15]=[C:16]([C:19]([NH:7][S:4]([CH3:3])(=[O:6])=[O:5])=[O:20])[CH:17]=2)[NH:12][CH:11]([C:22]2[CH:27]=[C:26]([N:28]3[CH2:33][CH2:32][O:31][CH2:30][CH2:29]3)[CH:25]=[CH:24][C:23]=2[CH3:34])[CH2:10]1. (3) Given the reactants [C:1]([O:5][C:6](=[O:20])[NH:7][CH2:8][CH2:9][C:10]1[CH:15]=[CH:14][CH:13]=[C:12]([OH:16])[C:11]=1[CH:17]([CH3:19])[CH3:18])([CH3:4])([CH3:3])[CH3:2].Cl[C:22]1[CH:29]=[CH:28][C:25]([C:26]#[N:27])=[CH:24][N:23]=1.C([O-])([O-])=O.[K+].[K+], predict the reaction product. The product is: [C:1]([O:5][C:6](=[O:20])[NH:7][CH2:8][CH2:9][C:10]1[CH:15]=[CH:14][CH:13]=[C:12]([O:16][C:22]2[CH:29]=[CH:28][C:25]([C:26]#[N:27])=[CH:24][N:23]=2)[C:11]=1[CH:17]([CH3:18])[CH3:19])([CH3:3])([CH3:4])[CH3:2].